Predict which catalyst facilitates the given reaction. From a dataset of Catalyst prediction with 721,799 reactions and 888 catalyst types from USPTO. Reactant: [Cl:1][C:2]1[CH:9]=[CH:8][CH:7]=[CH:6][C:3]=1[CH2:4][NH2:5].Cl[C:11](OC1C=CC([N+]([O-])=O)=CC=1)=[O:12].C(N(CC)CC)C.[Cl:30][C:31]1[CH:40]=[C:39]2[C:34]([C:35]([N:41]3[CH2:46][CH2:45][NH:44][CH2:43][CH2:42]3)=[CH:36][CH:37]=[N:38]2)=[CH:33][CH:32]=1. Product: [Cl:30][C:31]1[CH:40]=[C:39]2[C:34]([C:35]([N:41]3[CH2:46][CH2:45][N:44]([C:11]([NH:5][CH2:4][C:3]4[CH:6]=[CH:7][CH:8]=[CH:9][C:2]=4[Cl:1])=[O:12])[CH2:43][CH2:42]3)=[CH:36][CH:37]=[N:38]2)=[CH:33][CH:32]=1. The catalyst class is: 828.